Dataset: Forward reaction prediction with 1.9M reactions from USPTO patents (1976-2016). Task: Predict the product of the given reaction. (1) Given the reactants [F:1][C:2]([F:14])([F:13])[C:3]1[CH:4]=[C:5]([S:9](Cl)(=[O:11])=[O:10])[CH:6]=[CH:7][CH:8]=1.[NH2:15][C:16]1[C:21]([O:22]CC2C=CC=CC=2)=[CH:20][CH:19]=[CH:18][N:17]=1, predict the reaction product. The product is: [OH:22][C:21]1[C:16]([NH:15][S:9]([C:5]2[CH:6]=[CH:7][CH:8]=[C:3]([C:2]([F:14])([F:13])[F:1])[CH:4]=2)(=[O:11])=[O:10])=[N:17][CH:18]=[CH:19][CH:20]=1. (2) Given the reactants [Cl:1][C:2]1[CH:27]=[CH:26][C:25]([Cl:28])=[CH:24][C:3]=1[O:4][C:5]1[C:10]([C:11]([N:13]2[C:22]3[C:17](=[CH:18][CH:19]=[CH:20][CH:21]=3)[NH:16][CH2:15][CH2:14]2)=[O:12])=[CH:9][C:8]([F:23])=[CH:7][N:6]=1.[CH2:29]([O:31][C:32](=[O:35])[CH:33]=O)[CH3:30].C1(C)C=CC=CC=1.C([Sn](Cl)(Cl)CCCC)CCC.C1([SiH3])C=CC=CC=1, predict the reaction product. The product is: [CH2:29]([O:31][C:32](=[O:35])[CH2:33][N:16]1[C:17]2[C:22](=[CH:21][CH:20]=[CH:19][CH:18]=2)[N:13]([C:11]([C:10]2[C:5]([O:4][C:3]3[CH:24]=[C:25]([Cl:28])[CH:26]=[CH:27][C:2]=3[Cl:1])=[N:6][CH:7]=[C:8]([F:23])[CH:9]=2)=[O:12])[CH2:14][CH2:15]1)[CH3:30]. (3) Given the reactants [Cl:1][C:2]1[CH:7]=[CH:6][C:5]([Cl:8])=[CH:4][C:3]=1[CH2:9][N:10]1[CH2:14][C@H:13]([O:15][CH3:16])[CH2:12][C@H:11]1[C:17]([OH:19])=O.[CH:20]1([N:23]2[C:32]3[C:27](=[CH:28][CH:29]=[CH:30][CH:31]=3)[NH:26][CH2:25][CH2:24]2)[CH2:22][CH2:21]1.CN(C(ON1N=NC2C=CC=NC1=2)=[N+](C)C)C.F[P-](F)(F)(F)(F)F.CCN(C(C)C)C(C)C, predict the reaction product. The product is: [CH:20]1([N:23]2[C:32]3[C:27](=[CH:28][CH:29]=[CH:30][CH:31]=3)[N:26]([C:17]([C@@H:11]3[CH2:12][C@@H:13]([O:15][CH3:16])[CH2:14][N:10]3[CH2:9][C:3]3[CH:4]=[C:5]([Cl:8])[CH:6]=[CH:7][C:2]=3[Cl:1])=[O:19])[CH2:25][CH2:24]2)[CH2:22][CH2:21]1. (4) The product is: [F:1][C:2]1[C:3]([F:12])=[CH:4][C:5]2[S:9][C:8](=[N:10][C:18](=[O:19])[C:17]3[CH:21]=[CH:22][C:14]([F:13])=[CH:15][CH:16]=3)[N:7]([CH:24]([CH2:29][CH3:30])[C:25]([OH:27])=[O:26])[C:6]=2[CH:11]=1. Given the reactants [F:1][C:2]1[C:3]([F:12])=[CH:4][C:5]2[S:9][C:8]([NH2:10])=[N:7][C:6]=2[CH:11]=1.[F:13][C:14]1[CH:22]=[CH:21][C:17]([C:18](Cl)=[O:19])=[CH:16][CH:15]=1.Br[CH:24]([CH2:29][CH3:30])[C:25]([O:27]C)=[O:26].COC1C=CC2N=C(N)SC=2C=1.ClC1C=C(C=CC=1)C(Cl)=O.BrCC(OCC)=O, predict the reaction product. (5) Given the reactants I[CH2:2][CH2:3][O:4][CH2:5][CH2:6][O:7][CH2:8][CH2:9]I.C([O-])([O-])=O.[Na+].[Na+].[C:17]1([CH2:23][NH2:24])[CH:22]=[CH:21][CH:20]=[CH:19][CH:18]=1, predict the reaction product. The product is: [CH2:23]([N:24]1[CH2:9][CH2:8][O:7][CH2:6][CH2:5][O:4][CH2:3][CH2:2]1)[C:17]1[CH:22]=[CH:21][CH:20]=[CH:19][CH:18]=1. (6) Given the reactants [C:1]([O:7][C:8]1[CH:9]=[C:10]2[C:14](=[C:15]([NH2:17])[CH:16]=1)[NH:13][C:12]([C:18]1[S:19][CH:20]([CH:23]([O:26][CH3:27])[O:24][CH3:25])[CH2:21][N:22]=1)=[CH:11]2)(=[O:6])[C:2]([CH3:5])([CH3:4])[CH3:3].[N:28]1[CH:33]=[CH:32][CH:31]=[CH:30][C:29]=1[S:34](Cl)(=[O:36])=[O:35].N1C=CC=C[CH:39]=1, predict the reaction product. The product is: [C:1]([O:7][C:8]1[CH:9]=[C:10]2[C:14](=[C:15]([N:17]([CH3:39])[S:34]([C:29]3[CH:30]=[CH:31][CH:32]=[CH:33][N:28]=3)(=[O:36])=[O:35])[CH:16]=1)[NH:13][C:12]([C:18]1[S:19][CH:20]([CH:23]([O:24][CH3:25])[O:26][CH3:27])[CH2:21][N:22]=1)=[CH:11]2)(=[O:6])[C:2]([CH3:5])([CH3:4])[CH3:3]. (7) Given the reactants C1(NC(N)=S)C=CC=CC=1.[Cl:11][C:12]1[CH:17]=[CH:16][C:15]([NH:18][C:19]([NH:21][C:22]2[CH:27]=[CH:26][CH:25]=[CH:24][C:23]=2[Cl:28])=[S:20])=[C:14]([OH:29])[C:13]=1[S:30]([N:33]([CH3:35])[CH3:34])(=[O:32])=[O:31].[Si:36](Cl)([C:39]([CH3:42])([CH3:41])[CH3:40])([CH3:38])[CH3:37].N1C=CN=C1, predict the reaction product. The product is: [Cl:28][C:23]1[CH:24]=[CH:25][CH:26]=[CH:27][C:22]=1[NH:21][C:19]([NH:18][C:15]1[CH:16]=[CH:17][C:12]([Cl:11])=[C:13]([S:30]([N:33]([CH3:35])[CH3:34])(=[O:31])=[O:32])[C:14]=1[O:29][Si:36]([C:39]([CH3:42])([CH3:41])[CH3:40])([CH3:38])[CH3:37])=[S:20]. (8) The product is: [CH:38]([C:37]1[O:42][N:18]=[C:12]([N:9]2[CH2:8][CH2:7][CH:6]([C@H:4]([CH3:5])[CH2:3][CH2:2][OH:1])[CH2:11][CH2:10]2)[N:13]=1)([CH3:40])[CH3:39]. Given the reactants [OH:1][CH2:2][CH2:3][C@H:4]([CH:6]1[CH2:11][CH2:10][N:9]([C:12]#[N:13])[CH2:8][CH2:7]1)[CH3:5].NO.CC[N:18]=C=NCCCN(C)C.C1C=CC2N(O)N=NC=2C=1.[C:37]([OH:42])(=O)[CH:38]([CH3:40])[CH3:39].CCN(C(C)C)C(C)C, predict the reaction product. (9) Given the reactants CO[C:3](=[O:12])[C:4]1[CH:9]=[C:8](Br)[C:7](Cl)=[N:6][CH:5]=1.[CH:13]([O:16][CH2:17][CH2:18][OH:19])([CH3:15])[CH3:14].[Cl:20][C:21]1[CH:26]=[CH:25][C:24](B(O)O)=[CH:23][CH:22]=1.[NH2:30][C@@H:31]1[CH2:36][CH2:35][CH2:34][CH2:33][C@H:32]1[OH:37], predict the reaction product. The product is: [Cl:20][C:21]1[CH:26]=[CH:25][C:24]([C:8]2[C:7]([O:19][CH2:18][CH2:17][O:16][CH:13]([CH3:15])[CH3:14])=[N:6][CH:5]=[C:4]([CH:9]=2)[C:3]([NH:30][C@@H:31]2[CH2:36][CH2:35][CH2:34][CH2:33][C@H:32]2[OH:37])=[O:12])=[CH:23][CH:22]=1.